Task: Regression. Given a peptide amino acid sequence and an MHC pseudo amino acid sequence, predict their binding affinity value. This is MHC class I binding data.. Dataset: Peptide-MHC class I binding affinity with 185,985 pairs from IEDB/IMGT (1) The peptide sequence is TPGPGTRYPL. The MHC is HLA-A02:03 with pseudo-sequence HLA-A02:03. The binding affinity (normalized) is 0.0814. (2) The binding affinity (normalized) is 0.0847. The peptide sequence is ITKEKKEEL. The MHC is HLA-A02:03 with pseudo-sequence HLA-A02:03.